Dataset: Full USPTO retrosynthesis dataset with 1.9M reactions from patents (1976-2016). Task: Predict the reactants needed to synthesize the given product. (1) Given the product [NH2:9][C:4]1[C:3]([NH:12][CH2:13][CH2:14][OH:15])=[C:2]([F:1])[C:7]([F:8])=[CH:6][CH:5]=1, predict the reactants needed to synthesize it. The reactants are: [F:1][C:2]1[C:7]([F:8])=[CH:6][CH:5]=[C:4]([N+:9]([O-])=O)[C:3]=1[NH:12][CH2:13][CH2:14][OH:15].[H][H]. (2) Given the product [CH3:1][O:2][C:3]1[CH:4]=[CH:5][C:6]([CH2:7][N:8]2[C:13]3[S:14][C:15]4[CH2:20][N:19]([CH2:21][CH:22]5[O:27][CH2:26][CH2:25][NH:24][CH2:23]5)[CH2:18][CH2:17][C:16]=4[C:12]=3[C:11]3=[N:35][CH:36]=[N:37][N:10]3[C:9]2=[O:38])=[CH:39][CH:40]=1, predict the reactants needed to synthesize it. The reactants are: [CH3:1][O:2][C:3]1[CH:40]=[CH:39][C:6]([CH2:7][N:8]2[C:13]3[S:14][C:15]4[CH2:20][N:19]([CH2:21][CH:22]5[O:27][CH2:26][CH2:25][N:24](C(OC(C)(C)C)=O)[CH2:23]5)[CH2:18][CH2:17][C:16]=4[C:12]=3[C:11]3=[N:35][CH:36]=[N:37][N:10]3[C:9]2=[O:38])=[CH:5][CH:4]=1. (3) Given the product [Cl:1][C:2]1[CH:7]=[C:6]([CH:5]=[CH:4][C:3]=1[O:11][C:12]1[CH:17]=[CH:16][CH:15]=[C:14]([C:18]([F:23])([F:24])[C:19]([CH3:20])([CH3:22])[CH3:21])[CH:13]=1)[NH2:8], predict the reactants needed to synthesize it. The reactants are: [Cl:1][C:2]1[CH:7]=[C:6]([N+:8]([O-])=O)[CH:5]=[CH:4][C:3]=1[O:11][C:12]1[CH:17]=[CH:16][CH:15]=[C:14]([C:18]([F:24])([F:23])[C:19]([CH3:22])([CH3:21])[CH3:20])[CH:13]=1.[Cl-].[Ca+2].[Cl-].O. (4) Given the product [CH3:2][O:3][C:4](=[O:11])[C@@H:5]([NH:6][CH2:18]/[C:17](/[O:20][C:21]1[CH:29]=[CH:28][CH:27]=[C:26]2[C:22]=1[CH:23]=[N:24][N:25]2[CH3:30])=[CH:16]\[C:15]([O:14][CH2:12][CH3:13])=[O:31])[CH2:7][CH:8]([CH3:10])[CH3:9], predict the reactants needed to synthesize it. The reactants are: Cl.[CH3:2][O:3][C:4](=[O:11])[C@H:5]([CH2:7][CH:8]([CH3:10])[CH3:9])[NH2:6].[CH2:12]([O:14][C:15](=[O:31])/[CH:16]=[C:17](/[O:20][C:21]1[CH:29]=[CH:28][CH:27]=[C:26]2[C:22]=1[CH:23]=[N:24][N:25]2[CH3:30])\[CH2:18]Br)[CH3:13].C(N(CC)C(C)C)(C)C. (5) Given the product [Cl:1][C:2]1[C:7](=[O:8])[N:6]([C:9]2[CH:10]=[C:11]([CH:15]=[CH:16][C:17]=2[CH3:18])[C:12]([N:44]([O:45][CH3:30])[CH3:43])=[O:13])[C:5]([CH3:19])=[N:4][C:3]=1[O:20][CH2:21][C:22]1[CH:27]=[CH:26][CH:25]=[C:24]([O:28][CH3:29])[CH:23]=1, predict the reactants needed to synthesize it. The reactants are: [Cl:1][C:2]1[C:7](=[O:8])[N:6]([C:9]2[CH:10]=[C:11]([CH:15]=[CH:16][C:17]=2[CH3:18])[C:12](O)=[O:13])[C:5]([CH3:19])=[N:4][C:3]=1[O:20][CH2:21][C:22]1[CH:27]=[CH:26][CH:25]=[C:24]([O:28][CH3:29])[CH:23]=1.[C:30](N1C=CN=C1)(N1C=CN=C1)=O.Cl.[CH3:43][N:44](C)[OH:45].C(N(CC)CC)C. (6) Given the product [Cl:1][C:2]1[CH:7]=[CH:6][C:5]([OH:8])=[C:4]2[C:3]=1[NH:9][C:10](=[O:26])[C:11]([CH2:15][C:16]1[CH:17]=[CH:18][C:19]([S:22]([CH3:25])(=[O:24])=[O:23])=[CH:20][CH:21]=1)=[C:12]2[CH3:13], predict the reactants needed to synthesize it. The reactants are: [Cl:1][C:2]1[CH:7]=[CH:6][C:5]([OH:8])=[CH:4][C:3]=1[NH:9][C:10](=[O:26])[CH:11]([CH2:15][C:16]1[CH:21]=[CH:20][C:19]([S:22]([CH3:25])(=[O:24])=[O:23])=[CH:18][CH:17]=1)[C:12](=O)[CH3:13].CS(O)(=O)=O.